Predict the reaction yield, written as a fraction of the theoretical maximum amount of product (1.0 means a 100% yield; for example, 0.34 means a 34% yield). From a dataset of Reaction yield outcomes from USPTO patents with 853,638 reactions. (1) The reactants are [OH-:1].[Na+].C(Cl)Cl.[C:6](Cl)(Cl)=[O:7].[C:10]1([OH:16])[CH:15]=[CH:14][CH:13]=[CH:12][CH:11]=1. The catalyst is O. The product is [C:6](=[O:7])([O:1][C:10]1[CH:15]=[CH:14][CH:13]=[CH:12][CH:11]=1)[O:16][C:10]1[CH:15]=[CH:14][CH:13]=[CH:12][CH:11]=1. The yield is 0.999. (2) The catalyst is ClCCl. The product is [F:1][C:2]1[CH:7]=[CH:6][C:5]([C:8]2[C:13]([CH3:14])=[CH:12][C:11]([O:15][C@H:16]3[CH2:20][CH2:19][O:18][CH2:17]3)=[CH:10][C:9]=2[CH3:21])=[CH:4][C:3]=1[CH2:22][O:23][C:25]1[CH:38]=[CH:37][C:28]2[C@H:29]([CH2:32][C:33]([O:35][CH3:36])=[O:34])[CH2:30][O:31][C:27]=2[CH:26]=1. The yield is 0.658. The reactants are [F:1][C:2]1[CH:7]=[CH:6][C:5]([C:8]2[C:13]([CH3:14])=[CH:12][C:11]([O:15][C@H:16]3[CH2:20][CH2:19][O:18][CH2:17]3)=[CH:10][C:9]=2[CH3:21])=[CH:4][C:3]=1[CH2:22][OH:23].O[C:25]1[CH:38]=[CH:37][C:28]2[C@H:29]([CH2:32][C:33]([O:35][CH3:36])=[O:34])[CH2:30][O:31][C:27]=2[CH:26]=1.C1(P(C2C=CC=CC=2)C2C=CC=CC=2)C=CC=CC=1.N(C(OC(C)C)=O)=NC(OC(C)C)=O. (3) The reactants are [Cl:1][C:2]1[CH:7]=[CH:6][C:5]([CH2:8]Cl)=[CH:4][N+:3]=1[O-:10].[NH:11]1[CH2:15][CH2:14][CH2:13][CH2:12]1. The catalyst is C(#N)C. The product is [Cl:1][C:2]1[CH:7]=[CH:6][C:5]([CH2:8][N:11]2[CH2:15][CH2:14][CH2:13][CH2:12]2)=[CH:4][N+:3]=1[O-:10]. The yield is 0.750. (4) The reactants are [CH3:1][N:2]1[CH:6]=[CH:5][N:4]=[C:3]1[CH:7]=O.[NH2:9][CH2:10][C:11]1[CH:38]=[CH:37][C:14]([CH2:15][N:16]([CH2:27][C:28]2[NH:32][C:31]3[CH:33]=[CH:34][CH:35]=[CH:36][C:30]=3[N:29]=2)[CH:17]2[C:26]3[N:25]=[CH:24][CH:23]=[CH:22][C:21]=3[CH2:20][CH2:19][CH2:18]2)=[CH:13][CH:12]=1.[BH4-].[Na+]. The catalyst is CO. The product is [NH:29]1[C:30]2[CH:36]=[CH:35][CH:34]=[CH:33][C:31]=2[N:32]=[C:28]1[CH2:27][N:16]([CH2:15][C:14]1[CH:37]=[CH:38][C:11]([CH2:10][NH:9][CH2:7][C:3]2[N:2]([CH3:1])[CH:6]=[CH:5][N:4]=2)=[CH:12][CH:13]=1)[CH:17]1[C:26]2[N:25]=[CH:24][CH:23]=[CH:22][C:21]=2[CH2:20][CH2:19][CH2:18]1. The yield is 0.670. (5) The reactants are [H-].[Na+].Cl[C:4]1[CH:5]=[N:6][C:7]2[C:12]([C:13]=1[C:14]#[N:15])=[N:11][C:10]([O:16][CH3:17])=[CH:9][CH:8]=2.[CH2:18]([OH:25])[C:19]1[CH:24]=[CH:23][CH:22]=[CH:21][CH:20]=1.C(OCC)(=O)C. The catalyst is O1CCCC1. The product is [CH2:18]([O:25][C:4]1[CH:5]=[N:6][C:7]2[C:12]([C:13]=1[C:14]#[N:15])=[N:11][C:10]([O:16][CH3:17])=[CH:9][CH:8]=2)[C:19]1[CH:24]=[CH:23][CH:22]=[CH:21][CH:20]=1. The yield is 0.640. (6) The catalyst is C1COCC1. The yield is 0.430. The product is [C:29]([NH:1][C:2]1[CH:3]=[C:4]([N:8]2[CH2:9][CH2:10][N:11]([CH2:14][CH2:15][O:16][C:17](=[O:28])[NH:18][C:19]3[CH:24]=[CH:23][CH:22]=[CH:21][C:20]=3[O:25][CH2:26][CH3:27])[CH2:12][CH2:13]2)[CH:5]=[CH:6][CH:7]=1)(=[O:31])[CH3:30]. The reactants are [NH2:1][C:2]1[CH:3]=[C:4]([N:8]2[CH2:13][CH2:12][N:11]([CH2:14][CH2:15][O:16][C:17](=[O:28])[NH:18][C:19]3[CH:24]=[CH:23][CH:22]=[CH:21][C:20]=3[O:25][CH2:26][CH3:27])[CH2:10][CH2:9]2)[CH:5]=[CH:6][CH:7]=1.[C:29](Cl)(=[O:31])[CH3:30].O.